This data is from Reaction yield outcomes from USPTO patents with 853,638 reactions. The task is: Predict the reaction yield, written as a fraction of the theoretical maximum amount of product (1.0 means a 100% yield; for example, 0.34 means a 34% yield). (1) The reactants are I[C:2]1[CH:7]=[C:6]([CH3:8])[C:5]([C:9](=[O:11])[CH3:10])=[C:4]([CH3:12])[CH:3]=1.[CH3:13][C:14]1[CH:19]=[CH:18][C:17]([SH:20])=[CH:16][CH:15]=1.[OH-].[K+]. The catalyst is CN(C=O)C.O.[Cu-]=O. The product is [CH3:8][C:6]1[CH:7]=[C:2]([S:20][C:17]2[CH:18]=[CH:19][C:14]([CH3:13])=[CH:15][CH:16]=2)[CH:3]=[C:4]([CH3:12])[C:5]=1[C:9](=[O:11])[CH3:10]. The yield is 0.790. (2) The reactants are [N+:1]([O-:4])(O)=[O:2].[NH:5]1[C:13]2[C:8](=[CH:9][CH:10]=[CH:11][CH:12]=2)[CH:7]=[N:6]1.C(OC(=O)C)(=O)C. The catalyst is C(O)(=O)C. The product is [N+:1]([C:7]1[C:8]2[C:13](=[CH:12][CH:11]=[CH:10][CH:9]=2)[NH:5][N:6]=1)([O-:4])=[O:2]. The yield is 0.490. (3) The reactants are CS(O[CH2:6][C@H:7]([NH:9][C:10]([O:12][CH2:13][C:14]1[CH:19]=[CH:18][CH:17]=[CH:16][CH:15]=1)=[O:11])[CH3:8])(=O)=O.[CH2:20]([NH2:24])[CH2:21][CH2:22][CH3:23].[C:25](O[C:25]([O:27][C:28]([CH3:31])([CH3:30])[CH3:29])=[O:26])([O:27][C:28]([CH3:31])([CH3:30])[CH3:29])=[O:26]. The catalyst is O1CCCC1.ClCCl.O.C(N(CC)CC)C. The product is [C:28]([O:27][C:25]([N:24]([CH2:20][CH2:21][CH2:22][CH3:23])[CH2:6][C@H:7]([NH:9][C:10](=[O:11])[O:12][CH2:13][C:14]1[CH:19]=[CH:18][CH:17]=[CH:16][CH:15]=1)[CH3:8])=[O:26])([CH3:31])([CH3:30])[CH3:29]. The yield is 0.520. (4) The reactants are [H-].[Na+].[C:3]([C:5]1[C:10]([C:11]2[NH:15][CH:14]=[C:13]([CH2:16][N:17]([CH3:25])[C:18](=[O:24])[O:19][C:20]([CH3:23])([CH3:22])[CH3:21])[CH:12]=2)=[CH:9][CH:8]=[CH:7][N:6]=1)#[N:4].C1OCCOCCOCCOCCOC1.[CH3:41][C:42]1[CH:47]=[CH:46][CH:45]=[CH:44][C:43]=1[S:48](Cl)(=[O:50])=[O:49].[Cl-].[NH4+]. The catalyst is O1CCCC1. The product is [C:3]([C:5]1[C:10]([C:11]2[N:15]([S:48]([C:43]3[CH:44]=[CH:45][CH:46]=[CH:47][C:42]=3[CH3:41])(=[O:50])=[O:49])[CH:14]=[C:13]([CH2:16][N:17]([CH3:25])[C:18](=[O:24])[O:19][C:20]([CH3:21])([CH3:22])[CH3:23])[CH:12]=2)=[CH:9][CH:8]=[CH:7][N:6]=1)#[N:4]. The yield is 0.870. (5) The reactants are C[O:2][C:3]([CH:5]1[CH:10]([O:11]C(=O)C)[CH:9]([O:15]C(=O)C)[CH:8]([O:19]C(=O)C)[CH:7]([O:23][C:24](=[O:49])[NH:25][CH2:26][CH2:27][C:28]2[C:36]3[C:31](=[CH:32][CH:33]=[CH:34][CH:35]=3)[N:30]([S:37]([C:40]3[N:47]4[C:43]([S:44][CH:45]=[CH:46]4)=[N:42][C:41]=3[Cl:48])(=[O:39])=[O:38])[CH:29]=2)[O:6]1)=[O:4].CO.O[Li].O. The catalyst is C1COCC1.O. The product is [Cl:48][C:41]1[N:42]=[C:43]2[N:47]([C:40]=1[S:37]([N:30]1[C:31]3[C:36](=[CH:35][CH:34]=[CH:33][CH:32]=3)[C:28]([CH2:27][CH2:26][NH:25][C:24]([O:23][C@@H:7]3[O:6][C@H:5]([C:3]([OH:4])=[O:2])[C@@H:10]([OH:11])[C@H:9]([OH:15])[C@H:8]3[OH:19])=[O:49])=[CH:29]1)(=[O:38])=[O:39])[CH:46]=[CH:45][S:44]2. The yield is 0.860.